This data is from Catalyst prediction with 721,799 reactions and 888 catalyst types from USPTO. The task is: Predict which catalyst facilitates the given reaction. (1) Reactant: [F:1][C:2]([F:21])([F:20])[CH2:3][CH2:4][C:5](=[NH:19])[NH:6][C:7]1[CH:12]=[CH:11][C:10]([O:13][CH2:14][C:15]([F:18])([F:17])[F:16])=[CH:9][CH:8]=1.[C:22](OCC)(=[O:29])[CH2:23][C:24](OCC)=[O:25].C[O-].[Na+]. Product: [OH:29][C:22]1[N:19]=[C:5]([CH2:4][CH2:3][C:2]([F:20])([F:21])[F:1])[N:6]([C:7]2[CH:8]=[CH:9][C:10]([O:13][CH2:14][C:15]([F:17])([F:18])[F:16])=[CH:11][CH:12]=2)[C:24](=[O:25])[CH:23]=1. The catalyst class is: 141. (2) Reactant: [CH:1]#[C:2][CH2:3][CH2:4][CH2:5][CH2:6][CH3:7].[Li]C.Cl[Si:11]1([CH3:15])[CH2:14][CH2:13][CH2:12]1. Product: [C:1]([Si:11]1([CH3:15])[CH2:14][CH2:13][CH2:12]1)#[C:2][CH2:3][CH2:4][CH2:5][CH2:6][CH3:7]. The catalyst class is: 28. (3) Reactant: [CH:1](CC(O)=S)([C:8]1[CH:13]=[CH:12][CH:11]=[CH:10][CH:9]=1)[C:2]1[CH:7]=[CH:6][CH:5]=[CH:4][CH:3]=1.C[OH:19].O[S:21]([OH:24])(=O)=O.OO.[CH:27]([OH:30])([CH3:29])C. The catalyst class is: 6. Product: [CH:1]([S:21]([CH2:29][C:27]([OH:30])=[O:19])=[O:24])([C:2]1[CH:3]=[CH:4][CH:5]=[CH:6][CH:7]=1)[C:8]1[CH:9]=[CH:10][CH:11]=[CH:12][CH:13]=1. (4) Reactant: [N+](C1C=CC([O:10][C:11](=O)[NH:12][C:13]2[CH:18]=[CH:17][C:16]([C:19]3[CH2:23][CH2:22][N:21]([C:24](=[O:37])[CH2:25][C:26]4[CH:31]=[C:30]([O:32][CH3:33])[C:29]([O:34][CH3:35])=[CH:28][C:27]=4[Cl:36])[N:20]=3)=[CH:15][CH:14]=2)=CC=1)([O-])=O.Cl.[CH3:40][NH:41][CH3:42].CCN(CC)CC.C(Cl)Cl. Product: [Cl:36][C:27]1[CH:28]=[C:29]([O:34][CH3:35])[C:30]([O:32][CH3:33])=[CH:31][C:26]=1[CH2:25][C:24]([N:21]1[CH2:22][CH2:23][C:19]([C:16]2[CH:15]=[CH:14][C:13]([NH:12][C:11](=[O:10])[N:41]([CH3:42])[CH3:40])=[CH:18][CH:17]=2)=[N:20]1)=[O:37]. The catalyst class is: 179. (5) Reactant: N[C@@H]1C2C(=CC=CC=2)C[C@@H]1O.[C:12]1([C:17]2[C:26]([CH:27]([OH:38])[C:28]3[CH:33]=[CH:32][C:31]([C:34]([F:37])([F:36])[F:35])=[CH:30][CH:29]=3)=[C:25]([CH:39]([CH3:41])[CH3:40])[CH:24]=[C:23]3[C:18]=2[C:19](=[O:44])[CH2:20][C:21]([CH3:43])([CH3:42])[O:22]3)[CH2:16][CH2:15][CH2:14][CH:13]=1.CO. Product: [CH:12]1([C:17]2[C:26]([CH:27]([OH:38])[C:28]3[CH:33]=[CH:32][C:31]([C:34]([F:36])([F:37])[F:35])=[CH:30][CH:29]=3)=[C:25]([CH:39]([CH3:40])[CH3:41])[CH:24]=[C:23]3[C:18]=2[C:19](=[O:44])[CH2:20][C:21]([CH3:42])([CH3:43])[O:22]3)[CH2:16][CH2:15][CH2:14][CH2:13]1. The catalyst class is: 7. (6) Reactant: Cl[CH2:2][C:3]1[O:4][C:5]2[CH:11]=[CH:10][CH:9]=[C:8]([N+:12]([O-:14])=[O:13])[C:6]=2[N:7]=1.CCN(C(C)C)C(C)C.[C:24]([N:31]1[CH2:36][CH2:35][NH:34][CH2:33][CH2:32]1)([O:26][C:27]([CH3:30])([CH3:29])[CH3:28])=[O:25]. Product: [N+:12]([C:8]1[C:6]2[N:7]=[C:3]([CH2:2][N:34]3[CH2:33][CH2:32][N:31]([C:24]([O:26][C:27]([CH3:30])([CH3:29])[CH3:28])=[O:25])[CH2:36][CH2:35]3)[O:4][C:5]=2[CH:11]=[CH:10][CH:9]=1)([O-:14])=[O:13]. The catalyst class is: 290.